Task: Binary Classification. Given a T-cell receptor sequence (or CDR3 region) and an epitope sequence, predict whether binding occurs between them.. Dataset: TCR-epitope binding with 47,182 pairs between 192 epitopes and 23,139 TCRs (1) The epitope is IVTDFSVIK. The TCR CDR3 sequence is CASSSDPRYGYTF. Result: 1 (the TCR binds to the epitope). (2) The epitope is TEKSNIIRGW. The TCR CDR3 sequence is CASSSTGVGYTF. Result: 0 (the TCR does not bind to the epitope).